The task is: Predict the product of the given reaction.. This data is from Forward reaction prediction with 1.9M reactions from USPTO patents (1976-2016). (1) Given the reactants [O:1]=[C:2]1[C:11]2[CH2:10][CH2:9][CH2:8][CH2:7][C:6]=2[C:5]([CH2:12][CH:13]2[CH2:18][N:17](C(OCC3C=CC=CC=3)=O)[CH2:16][CH2:15][N:14]2[C:29]([O:31][C:32]([CH3:35])([CH3:34])[CH3:33])=[O:30])=[N:4][NH:3]1, predict the reaction product. The product is: [O:1]=[C:2]1[C:11]2[CH2:10][CH2:9][CH2:8][CH2:7][C:6]=2[C:5]([CH2:12][CH:13]2[CH2:18][NH:17][CH2:16][CH2:15][N:14]2[C:29]([O:31][C:32]([CH3:35])([CH3:34])[CH3:33])=[O:30])=[N:4][NH:3]1. (2) Given the reactants [Br:1][C:2]1[CH:3]=[C:4]([NH2:9])[C:5]([NH2:8])=[CH:6][CH:7]=1.[CH:10](O)=O, predict the reaction product. The product is: [Br:1][C:2]1[CH:7]=[CH:6][C:5]2[NH:8][CH:10]=[N:9][C:4]=2[CH:3]=1. (3) The product is: [Br:1][C:2]1[CH:7]=[CH:6][CH:5]=[CH:4][C:3]=1[CH2:8][CH2:9][OH:10]. Given the reactants [Br:1][C:2]1[CH:7]=[CH:6][CH:5]=[CH:4][C:3]=1[CH2:8][C:9](O)=[O:10].B.C1COCC1.O.C(=O)([O-])[O-].[K+].[K+], predict the reaction product. (4) Given the reactants [C:1]([O:4][C@H:5]1[CH2:22][CH2:21][C@@:20]2([CH3:23])[C@@H:7]([CH2:8][CH2:9][C@:10]3([CH3:35])[C@@H:19]2[CH2:18][CH2:17][C@H:16]2[C@@:11]3([CH3:34])[CH2:12][CH2:13][C@@:14]3([CH2:31][CH2:32][NH2:33])[CH2:26][C:25](=[O:27])[C:24]([CH:28]([CH3:30])[CH3:29])=[C:15]32)[C:6]1([CH3:37])[CH3:36])(=[O:3])[CH3:2].[O:38](C(OC(C)(C)C)=O)[C:39]([O:41][C:42]([CH3:45])([CH3:44])[CH3:43])=O, predict the reaction product. The product is: [C:1]([O:4][C@H:5]1[CH2:22][CH2:21][C@@:20]2([CH3:23])[C@@H:7]([CH2:8][CH2:9][C@:10]3([CH3:35])[C@@H:19]2[CH2:18][CH2:17][C@H:16]2[C@@:11]3([CH3:34])[CH2:12][CH2:13][C@@:14]3([CH2:31][CH2:32][NH:33][C:39]([O:41][C:42]([CH3:45])([CH3:44])[CH3:43])=[O:38])[CH2:26][C:25](=[O:27])[C:24]([CH:28]([CH3:30])[CH3:29])=[C:15]32)[C:6]1([CH3:36])[CH3:37])(=[O:3])[CH3:2]. (5) Given the reactants [C:1]1([CH3:18])[CH:6]=[CH:5][C:4]([CH:7]=[CH:8][C:9]2[N:14]=[C:13](C(O)=O)[CH:12]=[CH:11][CH:10]=2)=[CH:3][CH:2]=1.C([N:21](CC)CC)C.C1(P(N=[N+]=[N-])(C2C=CC=CC=2)=O)C=CC=CC=1.[ClH:43], predict the reaction product. The product is: [ClH:43].[C:1]1([CH3:18])[CH:6]=[CH:5][C:4]([CH:7]=[CH:8][C:9]2[N:14]=[C:13]([NH2:21])[CH:12]=[CH:11][CH:10]=2)=[CH:3][CH:2]=1.